Dataset: Catalyst prediction with 721,799 reactions and 888 catalyst types from USPTO. Task: Predict which catalyst facilitates the given reaction. Reactant: [NH:1]([C:3]1[CH:8]=[N:7][CH:6]=[CH:5][N:4]=1)N.[Cl:9][C:10]1[CH:15]=[C:14]([C:16](=O)[CH2:17][C:18]2[CH:23]=[CH:22][C:21]([F:24])=[CH:20][CH:19]=2)[CH:13]=[CH:12][N:11]=1.O.C1(C)C=CC(S(O)(=O)=O)=CC=1.O. Product: [Cl:9][C:10]1[CH:15]=[C:14]([C:16]2[NH:1][C:3]3=[N:4][CH:5]=[CH:6][N:7]=[C:8]3[C:17]=2[C:18]2[CH:19]=[CH:20][C:21]([F:24])=[CH:22][CH:23]=2)[CH:13]=[CH:12][N:11]=1. The catalyst class is: 48.